Dataset: Forward reaction prediction with 1.9M reactions from USPTO patents (1976-2016). Task: Predict the product of the given reaction. (1) Given the reactants [C:9](O[C:9]([O:11][C:12]([CH3:15])([CH3:14])[CH3:13])=[O:10])([O:11][C:12]([CH3:15])([CH3:14])[CH3:13])=[O:10].[OH-].[Na+].[NH:18]1[CH2:26][CH2:25][CH:21]([C:22]([OH:24])=[O:23])[CH2:20][CH2:19]1.CO, predict the reaction product. The product is: [C:12]([O:11][C:9]([N:18]1[CH2:26][CH2:25][CH:21]([C:22]([OH:24])=[O:23])[CH2:20][CH2:19]1)=[O:10])([CH3:13])([CH3:14])[CH3:15]. (2) Given the reactants I[C:2]1[CH:7]=[CH:6][C:5]([N+:8]([O-:10])=[O:9])=[CH:4][C:3]=1[O:11][CH3:12].[F:13][C:14]1[C:19](B(O)O)=[CH:18][CH:17]=[CH:16][N:15]=1.C(=O)([O-])O.[Na+].O1CCOCC1, predict the reaction product. The product is: [F:13][C:14]1[C:19]([C:2]2[CH:7]=[CH:6][C:5]([N+:8]([O-:10])=[O:9])=[CH:4][C:3]=2[O:11][CH3:12])=[CH:18][CH:17]=[CH:16][N:15]=1.